Dataset: Forward reaction prediction with 1.9M reactions from USPTO patents (1976-2016). Task: Predict the product of the given reaction. (1) The product is: [F:1][C:2]1[CH:41]=[CH:40][C:39]([F:42])=[CH:38][C:3]=1[CH2:4][N:5]1[CH:9]=[C:8]([C:10]2[C:18]3[C:13](=[N:14][CH:15]=[C:16]([C:19]4[CH:24]=[CH:23][CH:22]=[C:21]([N:25]5[CH2:26][CH2:27][NH:28][CH2:29][CH2:30]5)[CH:20]=4)[CH:17]=3)[NH:12][CH:11]=2)[CH:7]=[N:6]1. Given the reactants [F:1][C:2]1[CH:41]=[CH:40][C:39]([F:42])=[CH:38][C:3]=1[CH2:4][N:5]1[CH:9]=[C:8]([C:10]2[C:18]3[C:13](=[N:14][CH:15]=[C:16]([C:19]4[CH:20]=[C:21]([N:25]5[CH2:30][CH2:29][N:28](C(OC(C)(C)C)=O)[CH2:27][CH2:26]5)[CH:22]=[CH:23][CH:24]=4)[CH:17]=3)[NH:12][CH:11]=2)[CH:7]=[N:6]1.Cl.CCOCC, predict the reaction product. (2) Given the reactants Br[C:2]1[CH:7]=[C:6]([S:8]([CH3:10])=[O:9])[C:5](Br)=[CH:4][C:3]=1[S:12]([CH3:14])=[O:13].[CH2:15]([C:21]1[S:25][C:24]([Sn](C)(C)C)=[CH:23][CH:22]=1)[CH2:16][CH2:17][CH2:18][CH2:19][CH3:20], predict the reaction product. The product is: [CH3:14][S:12]([C:3]1[CH:4]=[C:5]([C:24]2[S:25][C:21]([CH2:15][CH2:16][CH2:17][CH2:18][CH2:19][CH3:20])=[CH:22][CH:23]=2)[C:6]([S:8]([CH3:10])=[O:9])=[CH:7][C:2]=1[C:24]1[S:25][C:21]([CH2:15][CH2:16][CH2:17][CH2:18][CH2:19][CH3:20])=[CH:22][CH:23]=1)=[O:13]. (3) Given the reactants [Cl:1][C:2]1[CH:3]=[C:4]([NH2:19])[CH:5]=[CH:6][C:7]=1[S:8][C:9]1[CH:18]=[CH:17][C:16]2[C:11](=[CH:12][CH:13]=[CH:14][CH:15]=2)[CH:10]=1.N1C=CC=CC=1.[I:26][C:27]1[CH:32]=[CH:31][C:30]([S:33](Cl)(=[O:35])=[O:34])=[CH:29][CH:28]=1, predict the reaction product. The product is: [Cl:1][C:2]1[CH:3]=[C:4]([NH:19][S:33]([C:30]2[CH:31]=[CH:32][C:27]([I:26])=[CH:28][CH:29]=2)(=[O:35])=[O:34])[CH:5]=[CH:6][C:7]=1[S:8][C:9]1[CH:18]=[CH:17][C:16]2[C:11](=[CH:12][CH:13]=[CH:14][CH:15]=2)[CH:10]=1. (4) Given the reactants [F:1][C:2]([F:24])([F:23])[C:3]1[CH:4]=[C:5]([C:13]2[N:17]=[CH:16][N:15](/[CH:18]=[CH:19]\[C:20](O)=[O:21])[N:14]=2)[CH:6]=[C:7]([C:9]([F:12])([F:11])[F:10])[CH:8]=1.[NH2:25][CH:26]1[CH:31]2[CH:27]1[CH2:28][N:29]([C:32]([O:34][C:35]([CH3:38])([CH3:37])[CH3:36])=[O:33])[CH2:30]2.C(P1(=O)OP(CCC)(=O)OP(CCC)(=O)O1)CC.CCN(C(C)C)C(C)C, predict the reaction product. The product is: [F:24][C:2]([F:1])([F:23])[C:3]1[CH:4]=[C:5]([C:13]2[N:17]=[CH:16][N:15](/[CH:18]=[CH:19]\[C:20]([NH:25][CH:26]3[CH:31]4[CH:27]3[CH2:28][N:29]([C:32]([O:34][C:35]([CH3:38])([CH3:37])[CH3:36])=[O:33])[CH2:30]4)=[O:21])[N:14]=2)[CH:6]=[C:7]([C:9]([F:10])([F:11])[F:12])[CH:8]=1. (5) Given the reactants [CH2:1]([C@@H:8]1[C@@H:16]([CH2:17][O:18][Si](C(C)C)(C(C)C)C(C)C)[C@H:15]([CH3:29])[O:14][C:13](=[O:30])[C@@H:12]([NH:31][C:32](=[O:38])[O:33][C:34]([CH3:37])([CH3:36])[CH3:35])[CH2:11][O:10][CH2:9]1)[C:2]1[CH:7]=[CH:6][CH:5]=[CH:4][CH:3]=1.C1COCC1.[F-].C([N+](CCCC)(CCCC)CCCC)CCC, predict the reaction product. The product is: [CH2:1]([C@@H:8]1[C@@H:16]([CH2:17][OH:18])[C@H:15]([CH3:29])[O:14][C:13](=[O:30])[C@@H:12]([NH:31][C:32](=[O:38])[O:33][C:34]([CH3:37])([CH3:36])[CH3:35])[CH2:11][O:10][CH2:9]1)[C:2]1[CH:7]=[CH:6][CH:5]=[CH:4][CH:3]=1. (6) The product is: [C:1]([NH2:13])(=[O:10])[CH:2]=[CH2:3].[CH3:31][Cl:32].[C:33]([O:37][CH2:38][CH2:39][N:40]([CH3:42])[CH3:41])(=[O:36])[CH:34]=[CH2:35]. Given the reactants [C:1]([OH:10])(=O)[CH2:2][CH2:3][CH2:3][CH2:2][C:1]([OH:10])=O.C(N(CC(O)=O)CC(O)=O)C[N:13](CC(O)=O)CC(O)=O.[CH3:31][Cl:32].[C:33]([O:37][CH2:38][CH2:39][N:40]([CH3:42])[CH3:41])(=[O:36])[CH:34]=[CH2:35].CCCCCCCC/C=C\CCCCCCCC(OC[C@@H](O)C1OC[C@H](O)[C@H]1O)=O, predict the reaction product. (7) Given the reactants [C:1]([C@@:3]1([OH:19])[C@H:7]([OH:8])[C@@H:6]([CH2:9][OH:10])[O:5][C@H:4]1[N:11]1[CH:16]=[CH:15][C:14](=[O:17])[NH:13][C:12]1=[O:18])#[CH:2].C([Mg]Cl)(C)(C)C.[CH3:26][C:27]([NH:34][P:35](OC1C(F)=C(F)C(F)=C(F)C=1F)([O:37][C:38]1[CH:43]=[CH:42][CH:41]=[CH:40][CH:39]=1)=[O:36])([CH3:33])[C:28]([O:30][CH2:31][CH3:32])=[O:29], predict the reaction product. The product is: [O:18]=[C:12]1[NH:13][C:14](=[O:17])[CH:15]=[CH:16][N:11]1[C@@H:4]1[O:5][C@H:6]([CH2:9][O:10][P:35]([NH:34][C:27]([CH3:26])([CH3:33])[C:28]([O:30][CH2:31][CH3:32])=[O:29])([O:37][C:38]2[CH:43]=[CH:42][CH:41]=[CH:40][CH:39]=2)=[O:36])[C@@H:7]([OH:8])[C@@:3]1([C:1]#[CH:2])[OH:19]. (8) Given the reactants [H-].[H-].[H-].[H-].[Li+].[Al+3].[CH2:7]([C:9]([CH2:14][CH3:15])([C:12]#[N:13])[C:10]#[N:11])[CH3:8], predict the reaction product. The product is: [CH2:7]([C:9]([CH2:14][CH3:15])([CH2:12][NH2:13])[CH2:10][NH2:11])[CH3:8]. (9) Given the reactants [Br:1][C:2]1[CH:10]=[CH:9][CH:8]=[C:4]([C:5]([OH:7])=O)[C:3]=1[C:11]([OH:13])=O.[N:14]1[C:23]2[C:18](=[CH:19][CH:20]=[CH:21][CH:22]=2)[CH:17]=[CH:16][C:15]=1[CH2:24][CH2:25][NH2:26].C(O[Na])(C)=O, predict the reaction product. The product is: [Br:1][C:2]1[CH:10]=[CH:9][CH:8]=[C:4]2[C:3]=1[C:11](=[O:13])[N:26]([CH2:25][CH2:24][C:15]1[CH:16]=[CH:17][C:18]3[C:23](=[CH:22][CH:21]=[CH:20][CH:19]=3)[N:14]=1)[C:5]2=[O:7].